From a dataset of Catalyst prediction with 721,799 reactions and 888 catalyst types from USPTO. Predict which catalyst facilitates the given reaction. (1) Reactant: [CH3:1][C:2]1[CH:7]=[CH:6][C:5]([S:8]([NH:11][NH:12][C:13]2[C:22]3[C:17](=[C:18]([N+:23]([O-])=O)[CH:19]=[CH:20][CH:21]=3)[N:16]=[CH:15][N:14]=2)(=[O:10])=[O:9])=[CH:4][CH:3]=1.Cl[Sn]Cl. Product: [NH2:23][C:18]1[CH:19]=[CH:20][CH:21]=[C:22]2[C:17]=1[N:16]=[CH:15][N:14]=[C:13]2[NH:12][NH:11][S:8]([C:5]1[CH:4]=[CH:3][C:2]([CH3:1])=[CH:7][CH:6]=1)(=[O:10])=[O:9]. The catalyst class is: 422. (2) Reactant: [N:1]1[CH:6]=[CH:5][C:4]([C:7]2[CH2:11][C:10]3([CH2:16][CH2:15][N:14](C(OC(C)(C)C)=O)[CH2:13][CH2:12]3)[O:9][N:8]=2)=[CH:3][CH:2]=1.[F:24][C:25]([F:30])([F:29])[C:26]([OH:28])=[O:27]. Product: [F:24][C:25]([F:30])([F:29])[C:26]([OH:28])=[O:27].[F:24][C:25]([F:30])([F:29])[C:26]([OH:28])=[O:27].[N:1]1[CH:6]=[CH:5][C:4]([C:7]2[CH2:11][C:10]3([CH2:16][CH2:15][NH:14][CH2:13][CH2:12]3)[O:9][N:8]=2)=[CH:3][CH:2]=1. The catalyst class is: 4. (3) Product: [NH2:23][C:22]1[N:18]([CH2:17][CH2:16][O:15][C:12]2[CH:13]=[CH:14][C:9]([NH:8][C:6](=[O:7])[C:5]3[CH:43]=[CH:44][C:2]([CH3:1])=[CH:3][C:4]=3[N:45]3[CH2:46][CH2:47][CH:48]([CH3:51])[CH2:49][CH2:50]3)=[CH:10][CH:11]=2)[N:19]=[CH:20][CH:21]=1. The catalyst class is: 5. Reactant: [CH3:1][C:2]1[CH:44]=[CH:43][C:5]([C:6]([NH:8][C:9]2[CH:14]=[CH:13][C:12]([O:15][CH2:16][CH2:17][N:18]3[C:22]([NH:23]C(C4C=CC=CC=4)(C4C=CC=CC=4)C4C=CC=CC=4)=[CH:21][CH:20]=[N:19]3)=[CH:11][CH:10]=2)=[O:7])=[C:4]([N:45]2[CH2:50][CH2:49][CH:48]([CH3:51])[CH2:47][CH2:46]2)[CH:3]=1.Cl. (4) Reactant: O.[NH2:2][NH2:3].[CH:4]([C:6]1([CH:12]([C:15]#[N:16])[C:13]#[N:14])[CH2:11][CH2:10][CH2:9][CH2:8][CH2:7]1)=[CH2:5]. Product: [CH:4]([C:6]1([C:12]2[C:13]([NH2:14])=[N:2][NH:3][C:15]=2[NH2:16])[CH2:11][CH2:10][CH2:9][CH2:8][CH2:7]1)=[CH2:5].[NH2:14][C:13]1[C:12]([C:6]2([CH2:4][CH3:5])[CH2:11][CH2:10][CH2:9][CH2:8][CH2:7]2)=[C:15]([NH2:16])[NH:3][N:2]=1. The catalyst class is: 51. (5) Product: [Cl:16][C:17]1[C:18]([F:28])=[CH:19][C:20]([F:27])=[C:21]([S:23]([NH:1][C:2]2[CH:7]=[CH:6][N:5]=[CH:4][N:3]=2)(=[O:25])=[O:24])[CH:22]=1. The catalyst class is: 10. Reactant: [NH2:1][C:2]1[CH:7]=[CH:6][N:5]=[CH:4][N:3]=1.N12CCN(CC1)CC2.[Cl:16][C:17]1[C:18]([F:28])=[CH:19][C:20]([F:27])=[C:21]([S:23](Cl)(=[O:25])=[O:24])[CH:22]=1. (6) Reactant: Cl[CH2:2][C:3]([NH:5][C:6]1[CH:11]=[CH:10][C:9]([OH:12])=[CH:8][CH:7]=1)=[O:4].[CH2:13]([NH:15][C:16]1[CH:21]=[CH:20][CH:19]=[CH:18][CH:17]=1)[CH3:14].C(N(C(C)C)CC)(C)C. Product: [CH2:13]([N:15]([C:16]1[CH:21]=[CH:20][CH:19]=[CH:18][CH:17]=1)[CH2:2][C:3]([NH:5][C:6]1[CH:11]=[CH:10][C:9]([OH:12])=[CH:8][CH:7]=1)=[O:4])[CH3:14]. The catalyst class is: 10.